This data is from Full USPTO retrosynthesis dataset with 1.9M reactions from patents (1976-2016). The task is: Predict the reactants needed to synthesize the given product. (1) The reactants are: [Br:1][C:2]1[CH:7]=[CH:6][C:5]([CH:8]2[CH2:12][CH2:11][CH2:10][NH:9]2)=[CH:4][CH:3]=1.[CH:13](O)=O.C=O. Given the product [Br:1][C:2]1[CH:3]=[CH:4][C:5]([CH:8]2[CH2:12][CH2:11][CH2:10][N:9]2[CH3:13])=[CH:6][CH:7]=1, predict the reactants needed to synthesize it. (2) Given the product [CH:16]1([C@H:15]2[N:10]([C:9]3[CH:8]=[C:7]([C:27]#[C:28][C:29]([CH3:32])([CH3:31])[CH3:30])[S:6][C:5]=3[C:3]([OH:4])=[O:2])[C:11](=[O:26])[C@@H:12]([CH2:22][C@H:23]([OH:25])[CH3:24])[O:13][CH2:14]2)[CH2:17][CH2:18][CH2:19][CH2:20][CH2:21]1, predict the reactants needed to synthesize it. The reactants are: C[O:2][C:3]([C:5]1[S:6][C:7]([C:27]#[C:28][C:29]([CH3:32])([CH3:31])[CH3:30])=[CH:8][C:9]=1[N:10]1[C@H:15]([CH:16]2[CH2:21][CH2:20][CH2:19][CH2:18][CH2:17]2)[CH2:14][O:13][C@H:12]([CH2:22][C@H:23]([OH:25])[CH3:24])[C:11]1=[O:26])=[O:4].O[Li].O. (3) Given the product [CH2:13]([O:20][C:21]([N:23]1[CH2:28][CH2:27][CH:26]([CH2:29][CH2:30][C:31]2([C:32]3[CH:37]=[CH:36][CH:35]=[CH:34][CH:33]=3)[S:12][CH2:9][CH2:10][S:11]2)[CH2:25][CH2:24]1)=[O:22])[C:14]1[CH:15]=[CH:16][CH:17]=[CH:18][CH:19]=1, predict the reactants needed to synthesize it. The reactants are: B(F)(F)F.C(O)(=O)C.[CH2:9]([SH:12])[CH2:10][SH:11].[CH2:13]([O:20][C:21]([N:23]1[CH2:28][CH2:27][CH:26]([CH2:29][CH2:30][C:31](=O)[C:32]2[CH:37]=[CH:36][CH:35]=[CH:34][CH:33]=2)[CH2:25][CH2:24]1)=[O:22])[C:14]1[CH:19]=[CH:18][CH:17]=[CH:16][CH:15]=1. (4) Given the product [Cl:1][C:2]1[N:3]=[N:4][C:5]([NH:16][CH3:15])=[CH:6][C:7]=1[C:8]1[CH:13]=[CH:12][N:11]=[CH:10][CH:9]=1, predict the reactants needed to synthesize it. The reactants are: [Cl:1][C:2]1[N:3]=[N:4][C:5](Cl)=[CH:6][C:7]=1[C:8]1[CH:13]=[CH:12][N:11]=[CH:10][CH:9]=1.[CH3:15][NH2:16]. (5) The reactants are: [CH3:1][C:2]1[O:6][C:5]([C:7]2[CH:12]=[CH:11][CH:10]=[CH:9][CH:8]=2)=[N:4][C:3]=1[CH2:13][O:14][C:15]1[CH:16]=[C:17]([CH:21]=[CH:22][CH:23]=1)[CH2:18][O:19][NH2:20].O=[C:25]([C:32]1[CH:37]=[CH:36][CH:35]=[CH:34][CH:33]=1)[CH2:26][CH2:27][C:28]([O:30][CH3:31])=[O:29].C(O)(=O)C.C([O-])(=O)C.[Na+]. Given the product [CH3:1][C:2]1[O:6][C:5]([C:7]2[CH:8]=[CH:9][CH:10]=[CH:11][CH:12]=2)=[N:4][C:3]=1[CH2:13][O:14][C:15]1[CH:16]=[C:17]([CH:21]=[CH:22][CH:23]=1)[CH2:18][O:19]/[N:20]=[C:25](/[C:32]1[CH:33]=[CH:34][CH:35]=[CH:36][CH:37]=1)\[CH2:26][CH2:27][C:28]([O:30][CH3:31])=[O:29], predict the reactants needed to synthesize it. (6) The reactants are: ClCCN1CCOCC1.CS(OC1CCN(C(OC(C)(C)C)=O)CC1)(=O)=O.[F:28][C:29]1[CH:34]=[CH:33][C:32]([CH:35]([OH:67])[C:36]2[N:45]=[C:44]([NH:46][C:47]3[CH:51]=[C:50]([CH3:52])[NH:49][N:48]=3)[C:43]3[C:38](=[CH:39][C:40]([O:53][CH:54]4[CH2:59][CH2:58][N:57](C(OC(C)(C)C)=O)[CH2:56][CH2:55]4)=[CH:41][CH:42]=3)[N:37]=2)=[CH:31][CH:30]=1.Cl.O1CCOCC1. Given the product [F:28][C:29]1[CH:30]=[CH:31][C:32]([CH:35]([C:36]2[N:45]=[C:44]([NH:46][C:47]3[CH:51]=[C:50]([CH3:52])[NH:49][N:48]=3)[C:43]3[C:38](=[CH:39][C:40]([O:53][CH:54]4[CH2:55][CH2:56][NH:57][CH2:58][CH2:59]4)=[CH:41][CH:42]=3)[N:37]=2)[OH:67])=[CH:33][CH:34]=1, predict the reactants needed to synthesize it. (7) Given the product [CH:19]([C:7]1[N:8]=[C:9]([N:11]([CH3:18])[CH:12]2[CH2:13][CH2:14][O:15][CH2:16][CH2:17]2)[S:10][C:6]=1[C:4]([OH:5])=[O:3])([CH3:21])[CH3:20], predict the reactants needed to synthesize it. The reactants are: C([O:3][C:4]([C:6]1[S:10][C:9]([N:11]([CH3:18])[CH:12]2[CH2:17][CH2:16][O:15][CH2:14][CH2:13]2)=[N:8][C:7]=1[CH:19]([CH3:21])[CH3:20])=[O:5])C.[OH-].[K+]. (8) Given the product [Cl:3][C:4]([Cl:25])([Cl:24])[CH2:5][O:6][C:7]([N:9]1[CH2:15][CH2:14][C:13]2[CH:16]=[CH:17][C:18]([S:20]([F:1])(=[O:22])=[O:21])=[CH:19][C:12]=2[CH2:11][CH2:10]1)=[O:8], predict the reactants needed to synthesize it. The reactants are: [F-:1].[K+].[Cl:3][C:4]([Cl:25])([Cl:24])[CH2:5][O:6][C:7]([N:9]1[CH2:15][CH2:14][C:13]2[CH:16]=[CH:17][C:18]([S:20](Cl)(=[O:22])=[O:21])=[CH:19][C:12]=2[CH2:11][CH2:10]1)=[O:8].CCCCCC. (9) Given the product [Cl:1][C:2]1[CH:7]=[CH:6][C:5]([CH:8]([C:20]2[CH:25]=[CH:24][C:23]([OH:26])=[C:22]([F:30])[CH:21]=2)[CH2:9][C:10]([C:12]2[CH:13]=[CH:14][C:15](=[O:19])[N:16]([CH3:18])[CH:17]=2)=[O:11])=[C:4]([CH3:31])[CH:3]=1, predict the reactants needed to synthesize it. The reactants are: [Cl:1][C:2]1[CH:7]=[CH:6][C:5]([CH:8]([C:20]2[CH:25]=[CH:24][C:23]([O:26]C(C)C)=[C:22]([F:30])[CH:21]=2)[CH2:9][C:10]([C:12]2[CH:13]=[CH:14][C:15](=[O:19])[N:16]([CH3:18])[CH:17]=2)=[O:11])=[C:4]([CH3:31])[CH:3]=1.B(Cl)(Cl)Cl.O.